This data is from Full USPTO retrosynthesis dataset with 1.9M reactions from patents (1976-2016). The task is: Predict the reactants needed to synthesize the given product. (1) Given the product [Cl:1][C:2]1[CH:3]=[C:4]2[C:9](=[CH:10][CH:11]=1)[CH:8]=[C:7]([S:12]([N:15]1[CH2:16][CH2:17][N:18]([C:21]([CH:23]3[CH2:28][CH2:27][N:26]([C:30]4[CH:31]=[CH:32][C:33](=[O:37])[N:34]([CH3:36])[N:35]=4)[CH2:25][CH2:24]3)=[O:22])[CH2:19][CH2:20]1)(=[O:13])=[O:14])[CH:6]=[CH:5]2, predict the reactants needed to synthesize it. The reactants are: [Cl:1][C:2]1[CH:3]=[C:4]2[C:9](=[CH:10][CH:11]=1)[CH:8]=[C:7]([S:12]([N:15]1[CH2:20][CH2:19][N:18]([C:21]([CH:23]3[CH2:28][CH2:27][NH:26][CH2:25][CH2:24]3)=[O:22])[CH2:17][CH2:16]1)(=[O:14])=[O:13])[CH:6]=[CH:5]2.Cl[C:30]1[CH:31]=[CH:32][C:33](=[O:37])[N:34]([CH3:36])[N:35]=1. (2) Given the product [N:36]1[CH:37]=[CH:38][CH:39]=[C:34]([C:30]2[CH:29]=[C:28]([C:27]3[CH2:26][C:25](=[O:41])[NH:24][C:9]4[CH:10]=[C:11]([C:20]([F:23])([F:22])[F:21])[C:12]([O:44][CH2:43][C:45]([F:48])([F:47])[F:46])=[CH:13][C:8]=4[N:7]=3)[CH:33]=[CH:32][CH:31]=2)[CH:35]=1, predict the reactants needed to synthesize it. The reactants are: C(OC(=O)[NH:7][C:8]1[CH:13]=[C:12](OCC(F)(F)F)[C:11]([C:20]([F:23])([F:22])[F:21])=[CH:10][C:9]=1[NH:24][C:25](=[O:41])[CH2:26][C:27](=O)[C:28]1[CH:33]=[CH:32][CH:31]=[C:30]([C:34]2[CH:35]=[N:36][CH:37]=[CH:38][CH:39]=2)[CH:29]=1)(C)(C)C.[C:43](O)([C:45]([F:48])([F:47])[F:46])=[O:44].